Task: Predict which catalyst facilitates the given reaction.. Dataset: Catalyst prediction with 721,799 reactions and 888 catalyst types from USPTO (1) Reactant: [Br:1][C:2]1[C:3](=[O:29])[N:4]([CH2:19][C:20]2[CH:25]=[N:24][C:23]([CH2:26][NH:27][CH3:28])=[CH:22][N:21]=2)[C:5]([CH3:18])=[CH:6][C:7]=1[O:8][CH2:9][C:10]1[CH:15]=[CH:14][C:13]([F:16])=[CH:12][C:11]=1[F:17].C([O:33][C:34]([CH3:39])([CH3:38])[C:35](Cl)=[O:36])(=O)C.C(N(CC)CC)C. Product: [Br:1][C:2]1[C:3](=[O:29])[N:4]([CH2:19][C:20]2[N:21]=[CH:22][C:23]([CH2:26][N:27]([CH3:28])[C:35](=[O:36])[C:34]([OH:33])([CH3:38])[CH3:39])=[N:24][CH:25]=2)[C:5]([CH3:18])=[CH:6][C:7]=1[O:8][CH2:9][C:10]1[CH:15]=[CH:14][C:13]([F:16])=[CH:12][C:11]=1[F:17]. The catalyst class is: 3. (2) The catalyst class is: 5. Product: [OH:32][B:28]1[C:27]2[CH:26]=[CH:25][C:5]([O:6][C:7]3[CH:14]=[CH:13][C:10]([C:11]#[N:12])=[C:9]([O:15][CH2:16][CH2:17][OH:18])[N:8]=3)=[CH:4][C:3]=2[CH2:30][O:29]1. Reactant: C([C:3]1[CH:4]=[C:5]([CH:25]=[CH:26][C:27]=1[B:28]1[O:32]C(C)(C)[C:30](C)(C)[O:29]1)[O:6][C:7]1[CH:14]=[CH:13][C:10]([C:11]#[N:12])=[C:9]([O:15][CH2:16][CH2:17][O:18]C2CCCCO2)[N:8]=1)=O.[BH4-].[Na+].Cl. (3) Reactant: C[O:2][C:3](=[O:34])[C:4]1[CH:9]=[CH:8][C:7]([CH:10]([O:15][C:16]2[CH:21]=[C:20]([CH3:22])[C:19]([C:23]3[CH:28]=[CH:27][C:26]([C:29]([CH3:32])([CH3:31])[CH3:30])=[CH:25][CH:24]=3)=[C:18]([CH3:33])[CH:17]=2)[CH2:11][CH:12]([CH3:14])[CH3:13])=[CH:6][CH:5]=1.[OH-].[Na+].Cl. Product: [C:29]([C:26]1[CH:25]=[CH:24][C:23]([C:19]2[C:18]([CH3:33])=[CH:17][C:16]([O:15][CH:10]([C:7]3[CH:6]=[CH:5][C:4]([C:3]([OH:34])=[O:2])=[CH:9][CH:8]=3)[CH2:11][CH:12]([CH3:14])[CH3:13])=[CH:21][C:20]=2[CH3:22])=[CH:28][CH:27]=1)([CH3:30])([CH3:31])[CH3:32]. The catalyst class is: 5. (4) Reactant: [CH3:1][N:2]1[C:7](=[O:8])[CH:6]=[CH:5][C:4]([C:9](=[O:28])[CH2:10][CH:11]([C:19]2[CH:27]=[CH:26][C:22]([C:23](O)=[O:24])=[CH:21][CH:20]=2)[C:12]2[CH:17]=[CH:16][CH:15]=[CH:14][C:13]=2[CH3:18])=[CH:3]1.Cl.[NH2:30][C:31]1([CH2:34][OH:35])[CH2:33][CH2:32]1.F[P-](F)(F)(F)(F)F.N1(O[P+](N(C)C)(N(C)C)N(C)C)C2C=CC=CC=2N=N1. Product: [OH:35][CH2:34][C:31]1([NH:30][C:23](=[O:24])[C:22]2[CH:21]=[CH:20][C:19]([CH:11]([C:12]3[CH:17]=[CH:16][CH:15]=[CH:14][C:13]=3[CH3:18])[CH2:10][C:9]([C:4]3[CH:5]=[CH:6][C:7](=[O:8])[N:2]([CH3:1])[CH:3]=3)=[O:28])=[CH:27][CH:26]=2)[CH2:33][CH2:32]1. The catalyst class is: 7. (5) Reactant: [OH-:1].[K+].[F:3][CH2:4][CH2:5][O:6][C:7]1[CH:14]=[CH:13][C:10]([CH:11]=[O:12])=[CH:9][CH:8]=1.OO.Cl. Product: [F:3][CH2:4][CH2:5][O:6][C:7]1[CH:14]=[CH:13][C:10]([C:11]([OH:1])=[O:12])=[CH:9][CH:8]=1. The catalyst class is: 5.